From a dataset of Forward reaction prediction with 1.9M reactions from USPTO patents (1976-2016). Predict the product of the given reaction. (1) Given the reactants [Si]([O:8][CH2:9][C:10]1([CH3:36])[S:16][CH2:15][CH2:14][N:13]2[C:17]([C:20]3([C:23]4[CH:28]=[CH:27][C:26]([C:29]5[CH:34]=[CH:33][C:32]([CH3:35])=[CH:31][N:30]=5)=[CH:25][CH:24]=4)[CH2:22][CH2:21]3)=[N:18][N:19]=[C:12]2[CH2:11]1)(C(C)(C)C)(C)C.Cl, predict the reaction product. The product is: [CH3:36][C:10]1([CH2:9][OH:8])[S:16][CH2:15][CH2:14][N:13]2[C:17]([C:20]3([C:23]4[CH:24]=[CH:25][C:26]([C:29]5[CH:34]=[CH:33][C:32]([CH3:35])=[CH:31][N:30]=5)=[CH:27][CH:28]=4)[CH2:22][CH2:21]3)=[N:18][N:19]=[C:12]2[CH2:11]1. (2) Given the reactants [C:1]([C:4]1[CH:9]=[CH:8][N:7]2[C:10]([C:13]([O:15][CH2:16][CH3:17])=[O:14])=[CH:11][N:12]=[C:6]2[CH:5]=1)(=[O:3])[CH3:2].[BH4-].[Na+], predict the reaction product. The product is: [OH:3][CH:1]([C:4]1[CH:9]=[CH:8][N:7]2[C:10]([C:13]([O:15][CH2:16][CH3:17])=[O:14])=[CH:11][N:12]=[C:6]2[CH:5]=1)[CH3:2]. (3) Given the reactants [Br:1][C:2]1[CH:7]=[CH:6][C:5]([C:8](=[N:22][O:23][CH2:24][CH3:25])[CH:9]2[CH2:14][CH2:13][N:12]([C:15]3([CH3:21])[CH2:20][CH2:19][NH:18][CH2:17][CH2:16]3)[CH2:11][CH2:10]2)=[CH:4][CH:3]=1.[N:26]1[C:35]2[C:30](=[CH:31][C:32]([C:36](O)=[O:37])=[CH:33][CH:34]=2)[CH:29]=[CH:28][CH:27]=1.CCN(CC)CC.CN(C(ON1N=NC2C=CC=NC1=2)=[N+](C)C)C.F[P-](F)(F)(F)(F)F, predict the reaction product. The product is: [Br:1][C:2]1[CH:7]=[CH:6][C:5](/[C:8](=[N:22]/[O:23][CH2:24][CH3:25])/[CH:9]2[CH2:10][CH2:11][N:12]([C:15]3([CH3:21])[CH2:20][CH2:19][N:18]([C:36]([C:32]4[CH:31]=[C:30]5[C:35](=[CH:34][CH:33]=4)[N:26]=[CH:27][CH:28]=[CH:29]5)=[O:37])[CH2:17][CH2:16]3)[CH2:13][CH2:14]2)=[CH:4][CH:3]=1. (4) Given the reactants [N+:1]([C:4]1[CH:5]=[C:6]2[C:10](=[CH:11][CH:12]=1)[N:9]([CH2:13][C:14]([OH:16])=O)[NH:8][C:7]2=[O:17])([O-:3])=[O:2].[CH3:18][N:19](C(ON1N=NC2C=CC=CC1=2)=[N+](C)C)C.[B-](F)(F)(F)F.CN, predict the reaction product. The product is: [CH3:18][NH:19][C:14](=[O:16])[CH2:13][N:9]1[C:10]2[C:6](=[CH:5][C:4]([N+:1]([O-:3])=[O:2])=[CH:12][CH:11]=2)[C:7](=[O:17])[NH:8]1.